From a dataset of NCI-60 drug combinations with 297,098 pairs across 59 cell lines. Regression. Given two drug SMILES strings and cell line genomic features, predict the synergy score measuring deviation from expected non-interaction effect. (1) Drug 1: C1CN(CCN1C(=O)CCBr)C(=O)CCBr. Drug 2: C(CCl)NC(=O)N(CCCl)N=O. Cell line: MDA-MB-435. Synergy scores: CSS=17.5, Synergy_ZIP=-10.7, Synergy_Bliss=-15.1, Synergy_Loewe=7.48, Synergy_HSA=-10.9. (2) Drug 1: CN(C)N=NC1=C(NC=N1)C(=O)N. Drug 2: C(CN)CNCCSP(=O)(O)O. Cell line: K-562. Synergy scores: CSS=20.3, Synergy_ZIP=7.70, Synergy_Bliss=8.36, Synergy_Loewe=3.58, Synergy_HSA=3.93. (3) Drug 1: C1=C(C(=O)NC(=O)N1)F. Drug 2: CC(C)(C#N)C1=CC(=CC(=C1)CN2C=NC=N2)C(C)(C)C#N. Cell line: K-562. Synergy scores: CSS=33.2, Synergy_ZIP=-12.3, Synergy_Bliss=-20.4, Synergy_Loewe=-20.8, Synergy_HSA=-20.5. (4) Drug 1: CC12CCC(CC1=CCC3C2CCC4(C3CC=C4C5=CN=CC=C5)C)O. Drug 2: CN(CCCl)CCCl.Cl. Cell line: UACC-257. Synergy scores: CSS=-3.80, Synergy_ZIP=0.527, Synergy_Bliss=-3.48, Synergy_Loewe=-7.51, Synergy_HSA=-7.05.